This data is from Full USPTO retrosynthesis dataset with 1.9M reactions from patents (1976-2016). The task is: Predict the reactants needed to synthesize the given product. (1) Given the product [NH2:8][C@H:9]1[CH2:13][CH2:12][N:11]([CH:14]2[CH2:19][CH2:18][N:17]([C:20]([O:22][CH2:23][C:24]3[CH:29]=[CH:28][CH:27]=[CH:26][CH:25]=3)=[O:21])[CH2:16][CH2:15]2)[C:10]1=[O:30], predict the reactants needed to synthesize it. The reactants are: C(OC([NH:8][C@H:9]1[CH2:13][CH2:12][N:11]([CH:14]2[CH2:19][CH2:18][N:17]([C:20]([O:22][CH2:23][C:24]3[CH:29]=[CH:28][CH:27]=[CH:26][CH:25]=3)=[O:21])[CH2:16][CH2:15]2)[C:10]1=[O:30])=O)(C)(C)C. (2) Given the product [CH2:23]([O:25][C:26]1[CH:31]=[CH:30][C:29]([C:12](=[O:14])[CH2:11][C:8]2[CH:7]=[CH:6][C:5]([S:2]([CH3:1])(=[O:3])=[O:4])=[CH:10][CH:9]=2)=[CH:28][CH:27]=1)[CH3:24], predict the reactants needed to synthesize it. The reactants are: [CH3:1][S:2]([C:5]1[CH:10]=[CH:9][C:8]([CH2:11][C:12]([OH:14])=O)=[CH:7][CH:6]=1)(=[O:4])=[O:3].S(Cl)(Cl)=O.[Cl-].[Al+3].[Cl-].[Cl-].[CH2:23]([O:25][C:26]1[CH:31]=[CH:30][CH:29]=[CH:28][CH:27]=1)[CH3:24]. (3) Given the product [CH3:22][N:23]([CH3:28])[CH2:24][CH2:25][CH2:26][NH:27][S:2]([C:5]1[CH:14]=[CH:13][C:12]2[NH:11][C:10](=[O:15])[C:9]3[NH:16][CH:17]=[CH:18][C:8]=3[C:7]=2[CH:6]=1)(=[O:3])=[O:4].[CH2:18]([C:19]([O-:21])=[O:20])[CH3:17], predict the reactants needed to synthesize it. The reactants are: Cl[S:2]([C:5]1[CH:14]=[CH:13][C:12]2[NH:11][C:10](=[O:15])[C:9]3[NH:16][CH:17]=[C:18]([C:19]([OH:21])=[O:20])[C:8]=3[C:7]=2[CH:6]=1)(=[O:4])=[O:3].[CH3:22][N:23]([CH3:28])[CH2:24][CH2:25][CH2:26][NH2:27]. (4) Given the product [CH3:22][O:21][C:18]1[CH:19]=[CH:20][C:15]([CH2:14][O:13][C:8]2[C:7](=[O:23])[C:6]3[C:11](=[C:2]([C:24]#[N:25])[CH:3]=[CH:4][CH:5]=3)[N:10]([CH3:12])[CH:9]=2)=[CH:16][CH:17]=1, predict the reactants needed to synthesize it. The reactants are: Br[C:2]1[CH:3]=[CH:4][CH:5]=[C:6]2[C:11]=1[N:10]([CH3:12])[CH:9]=[C:8]([O:13][CH2:14][C:15]1[CH:20]=[CH:19][C:18]([O:21][CH3:22])=[CH:17][CH:16]=1)[C:7]2=[O:23].[C:24]([Zn]C#N)#[N:25]. (5) The reactants are: [NH:1]1[C:9]2[C:4](=[CH:5][CH:6]=[CH:7][CH:8]=2)[CH:3]=[CH:2]1.[OH-].[K+].[CH3:12][O:13][C:14]([C:16]1([CH3:27])[O:21][CH2:20][CH:19]([CH2:22][CH2:23][CH2:24][CH2:25]I)[CH2:18][O:17]1)=[O:15]. Given the product [CH3:12][O:13][C:14]([C:16]1([CH3:27])[O:17][CH2:18][CH:19]([CH2:22][CH2:23][CH2:24][CH2:25][N:1]2[C:9]3[C:4](=[CH:5][CH:6]=[CH:7][CH:8]=3)[CH:3]=[CH:2]2)[CH2:20][O:21]1)=[O:15], predict the reactants needed to synthesize it. (6) Given the product [CH3:11][C:10]1[O:9][N:8]=[C:7]([C:12]2[CH:13]=[N:14][CH:15]=[CH:16][CH:17]=2)[C:6]=1[CH2:4][OH:3], predict the reactants needed to synthesize it. The reactants are: C([O:3][C:4]([C:6]1[C:7]([C:12]2[CH:13]=[N:14][CH:15]=[CH:16][CH:17]=2)=[N:8][O:9][C:10]=1[CH3:11])=O)C.C(OC(C1C(C2C=CC=C(F)C=2)=NOC=1C)=O)C. (7) Given the product [C:1]1([CH:7]([OH:11])[CH2:8][CH:9]=[CH:10][CH2:15][OH:16])[CH:6]=[CH:5][CH:4]=[CH:3][CH:2]=1, predict the reactants needed to synthesize it. The reactants are: [C:1]1([CH:7]([OH:11])[CH2:8][CH:9]=[CH2:10])[CH:6]=[CH:5][CH:4]=[CH:3][CH:2]=1.C(O)/C=C\[CH2:15][OH:16].